Dataset: hERG potassium channel inhibition data for cardiac toxicity prediction from Karim et al.. Task: Regression/Classification. Given a drug SMILES string, predict its toxicity properties. Task type varies by dataset: regression for continuous values (e.g., LD50, hERG inhibition percentage) or binary classification for toxic/non-toxic outcomes (e.g., AMES mutagenicity, cardiotoxicity, hepatotoxicity). Dataset: herg_karim. The compound is N#Cc1cnc(Nc2cc(N3CCN(CCN4CCCC4)CC3)ncn2)s1. The result is 1 (blocker).